This data is from Peptide-MHC class I binding affinity with 185,985 pairs from IEDB/IMGT. The task is: Regression. Given a peptide amino acid sequence and an MHC pseudo amino acid sequence, predict their binding affinity value. This is MHC class I binding data. The peptide sequence is IPRACQKSL. The MHC is HLA-B18:01 with pseudo-sequence HLA-B18:01. The binding affinity (normalized) is 0.0847.